Dataset: NCI-60 drug combinations with 297,098 pairs across 59 cell lines. Task: Regression. Given two drug SMILES strings and cell line genomic features, predict the synergy score measuring deviation from expected non-interaction effect. (1) Drug 2: C1=NC2=C(N1)C(=S)N=CN2. Synergy scores: CSS=44.0, Synergy_ZIP=2.38, Synergy_Bliss=5.76, Synergy_Loewe=3.13, Synergy_HSA=2.85. Drug 1: CC12CCC3C(C1CCC2=O)CC(=C)C4=CC(=O)C=CC34C. Cell line: SK-MEL-2. (2) Drug 1: CS(=O)(=O)C1=CC(=C(C=C1)C(=O)NC2=CC(=C(C=C2)Cl)C3=CC=CC=N3)Cl. Drug 2: C1=CC=C(C(=C1)C(C2=CC=C(C=C2)Cl)C(Cl)Cl)Cl. Cell line: UACC62. Synergy scores: CSS=3.49, Synergy_ZIP=-0.196, Synergy_Bliss=4.34, Synergy_Loewe=2.34, Synergy_HSA=3.08.